Dataset: Full USPTO retrosynthesis dataset with 1.9M reactions from patents (1976-2016). Task: Predict the reactants needed to synthesize the given product. (1) Given the product [C:16]([O:20][C:21]([NH:22][CH2:23][CH2:24][CH2:25][CH2:26][N:27]([CH2:1][C:3]1[C:8]([C:9]([O:12][C:13](=[O:15])[CH3:14])([CH3:11])[CH3:10])=[CH:7][CH:6]=[CH:5][N:4]=1)[CH2:28][C:29]1[C:34]([CH3:35])=[CH:33][C:32]([CH3:36])=[CH:31][N:30]=1)=[O:37])([CH3:17])([CH3:19])[CH3:18], predict the reactants needed to synthesize it. The reactants are: [CH:1]([C:3]1[C:8]([C:9]([O:12][C:13](=[O:15])[CH3:14])([CH3:11])[CH3:10])=[CH:7][CH:6]=[CH:5][N:4]=1)=O.[C:16]([O:20][C:21](=[O:37])[NH:22][CH2:23][CH2:24][CH2:25][CH2:26][NH:27][CH2:28][C:29]1[C:34]([CH3:35])=[CH:33][C:32]([CH3:36])=[CH:31][N:30]=1)([CH3:19])([CH3:18])[CH3:17].[BH-](OC(C)=O)(OC(C)=O)OC(C)=O.[Na+]. (2) Given the product [NH2:17][C:12]1[C:11]2[C:15](=[CH:16][C:8]([C:6]3[N:7]=[C:2]([NH2:1])[N:3]=[C:4]([NH2:21])[CH:5]=3)=[CH:9][CH:10]=2)[NH:14][N:13]=1, predict the reactants needed to synthesize it. The reactants are: [NH2:1][C:2]1[N:7]=[C:6]([C:8]2[CH:16]=[C:15]3[C:11]([C:12]([NH:17]C(=O)C)=[N:13][NH:14]3)=[CH:10][CH:9]=2)[CH:5]=[C:4]([NH2:21])[N:3]=1.Cl.